Predict the reactants needed to synthesize the given product. From a dataset of Full USPTO retrosynthesis dataset with 1.9M reactions from patents (1976-2016). (1) Given the product [CH3:27][N:28]([CH3:44])[C:29]1[CH:34]=[CH:33][C:32]([C:2]2[N:11]=[C:10]([NH:12][CH2:13][CH:14]([C:21]3[CH:26]=[CH:25][CH:24]=[CH:23][CH:22]=3)[C:15]3[N:20]=[CH:19][CH:18]=[CH:17][N:16]=3)[C:9]3[C:4](=[CH:5][CH:6]=[CH:7][CH:8]=3)[N:3]=2)=[CH:31][CH:30]=1, predict the reactants needed to synthesize it. The reactants are: Cl[C:2]1[N:11]=[C:10]([NH:12][CH2:13][CH:14]([C:21]2[CH:26]=[CH:25][CH:24]=[CH:23][CH:22]=2)[C:15]2[N:20]=[CH:19][CH:18]=[CH:17][N:16]=2)[C:9]2[C:4](=[CH:5][CH:6]=[CH:7][CH:8]=2)[N:3]=1.[CH3:27][N:28]([CH3:44])[C:29]1[CH:34]=[CH:33][C:32](B2OC(C)(C)C(C)(C)O2)=[CH:31][CH:30]=1.C1(C(C2C=CC=CN=2)CNC2C3C(=CC=CC=3)N=C(C3C=CC(NS(C)(=O)=O)=CC=3)N=2)C=CC=CC=1. (2) Given the product [C:1]([OH:9])(=[O:8])[CH:2]=[CH:3][CH2:4][CH2:5][CH:6]=[CH2:7], predict the reactants needed to synthesize it. The reactants are: [C:1]([O:9]C(C)(C)C)(=[O:8])/[CH:2]=[CH:3]/[CH2:4][CH2:5][CH:6]=[CH2:7].C(O)(C(F)(F)F)=O.